This data is from Forward reaction prediction with 1.9M reactions from USPTO patents (1976-2016). The task is: Predict the product of the given reaction. (1) Given the reactants C(N(CC)CC)C.[Cl:8][C:9]1[C:14]([C:15]2[CH:20]=[CH:19][CH:18]=[CH:17][CH:16]=2)=[N:13][N:12]=[C:11]2[N:21]([CH2:30][C:31]([OH:33])=[O:32])[N:22]=[C:23]([C:24]3[CH:29]=[CH:28][CH:27]=[CH:26][CH:25]=3)[C:10]=12.[CH2:34](OC(Cl)=O)[CH:35]([CH3:37])[CH3:36].[BH4-].[Na+], predict the reaction product. The product is: [Cl:8][C:9]1[C:14]([C:15]2[CH:16]=[CH:17][CH:18]=[CH:19][CH:20]=2)=[N:13][N:12]=[C:11]2[N:21]([CH2:30][C:31]([O:33][CH2:34][CH:35]([CH3:37])[CH3:36])=[O:32])[N:22]=[C:23]([C:24]3[CH:25]=[CH:26][CH:27]=[CH:28][CH:29]=3)[C:10]=12. (2) Given the reactants [Cl:1][C:2]1[CH:7]=[CH:6][N:5]([C:8]([O:10][C:11]2[CH:16]=CC=C[CH:12]=2)=[O:9])[CH:4]([CH:17]2[CH2:21][CH2:20][CH2:19][CH2:18]2)[CH:3]=1.[CH3:22]C(C)([O-])C.[K+].CCOC(C)=O, predict the reaction product. The product is: [C:11]([O:10][C:8]([N:5]1[CH:6]=[CH:7][C:2]([Cl:1])=[CH:3][CH:4]1[CH:17]1[CH2:18][CH2:19][CH2:20][CH2:21]1)=[O:9])([CH3:12])([CH3:16])[CH3:22]. (3) The product is: [Cl:35][C:27]1[CH:26]=[C:25]([C:23]2[O:22][N:21]=[C:20]([C:15]3[CH:16]=[CH:17][CH:18]=[C:19]4[C:14]=3[CH:13]=[CH:12][N:11]=[C:10]4[NH:1][C@H:2]([C:4]([OH:6])=[O:5])[CH3:3])[N:24]=2)[CH:30]=[CH:29][C:28]=1[O:31][CH:32]([CH3:34])[CH3:33]. Given the reactants [NH2:1][C@H:2]([C:4]([OH:6])=[O:5])[CH3:3].[H-].[Na+].Cl[C:10]1[C:19]2[C:14](=[C:15]([C:20]3[N:24]=[C:23]([C:25]4[CH:30]=[CH:29][C:28]([O:31][CH:32]([CH3:34])[CH3:33])=[C:27]([Cl:35])[CH:26]=4)[O:22][N:21]=3)[CH:16]=[CH:17][CH:18]=2)[CH:13]=[CH:12][N:11]=1, predict the reaction product. (4) Given the reactants [I-].ClC1C=CC=C[N+]=1C.CCN(C(C)C)C(C)C.[NH2:19][C:20]1[CH:24]=[C:23]([C:25]2[CH:30]=[CH:29][C:28]([F:31])=[CH:27][CH:26]=2)[N:22]([C:32]([O:34][C:35]([CH3:38])([CH3:37])[CH3:36])=[O:33])[N:21]=1.[Br:39][C:40]1[S:41][C:42]([C:45](O)=[O:46])=[CH:43][N:44]=1, predict the reaction product. The product is: [Br:39][C:40]1[S:41][C:42]([C:45]([NH:19][C:20]2[CH:24]=[C:23]([C:25]3[CH:26]=[CH:27][C:28]([F:31])=[CH:29][CH:30]=3)[N:22]([C:32]([O:34][C:35]([CH3:38])([CH3:37])[CH3:36])=[O:33])[N:21]=2)=[O:46])=[CH:43][N:44]=1. (5) Given the reactants [O:1]1[CH2:6][CH2:5][CH:4]([C:7]([OH:9])=[O:8])[CH2:3][CH2:2]1.O=S(Cl)Cl.[CH2:14](O)[C:15]1[CH:20]=[CH:19][CH:18]=[CH:17][CH:16]=1, predict the reaction product. The product is: [O:1]1[CH2:6][CH2:5][CH:4]([C:7]([O:9][CH2:14][C:15]2[CH:20]=[CH:19][CH:18]=[CH:17][CH:16]=2)=[O:8])[CH2:3][CH2:2]1. (6) Given the reactants [OH:1][CH2:2][C:3]([CH3:38])([CH3:37])[O:4][C:5]1[CH:10]=[CH:9][C:8]([N:11]2[C:16](=[O:17])[C:15]([CH2:18][C:19]3[CH:24]=[CH:23][C:22]([C:25]4[C:26]([C:31]#[N:32])=[CH:27][CH:28]=[CH:29][CH:30]=4)=[CH:21][CH:20]=3)=[C:14]([CH2:33][CH2:34][CH3:35])[N:13]=[C:12]2[CH3:36])=[CH:7][CH:6]=1.CC(OI1(OC(C)=O)(OC(C)=O)OC(=O)C2C1=CC=CC=2)=O.C(OCC)(=O)C.S([O-])([O-])(=O)=S.[Na+].[Na+], predict the reaction product. The product is: [CH3:37][C:3]([CH3:38])([O:4][C:5]1[CH:6]=[CH:7][C:8]([N:11]2[C:16](=[O:17])[C:15]([CH2:18][C:19]3[CH:24]=[CH:23][C:22]([C:25]4[C:26]([C:31]#[N:32])=[CH:27][CH:28]=[CH:29][CH:30]=4)=[CH:21][CH:20]=3)=[C:14]([CH2:33][CH2:34][CH3:35])[N:13]=[C:12]2[CH3:36])=[CH:9][CH:10]=1)[CH:2]=[O:1].